This data is from Full USPTO retrosynthesis dataset with 1.9M reactions from patents (1976-2016). The task is: Predict the reactants needed to synthesize the given product. (1) Given the product [F:11][C:12]1[CH:13]=[C:14]([CH:17]=[CH:18][C:19]=1[F:20])[CH2:15][N:6]1[C:5]2[CH:7]=[CH:8][CH:9]=[CH:10][C:4]=2[N:3]=[C:2]1[NH:27][C:26]1[CH:28]=[CH:29][C:23]([C:22]([F:21])([F:30])[F:31])=[CH:24][CH:25]=1, predict the reactants needed to synthesize it. The reactants are: Cl[C:2]1[NH:3][C:4]2[CH:10]=[CH:9][CH:8]=[CH:7][C:5]=2[N:6]=1.[F:11][C:12]1[CH:13]=[C:14]([CH:17]=[CH:18][C:19]=1[F:20])[CH2:15]Br.[F:21][C:22]([F:31])([F:30])[C:23]1[CH:29]=[CH:28][C:26]([NH2:27])=[CH:25][CH:24]=1. (2) Given the product [Si:1]([O:8][C@@H:9]([CH2:22][CH2:23][C:24]1[CH:29]=[CH:28][CH:27]=[CH:26][CH:25]=1)[C@H:10]([N:12]1[CH:20]=[N:19][C:18]2[C:13]1=[N:14][CH:15]=[N:16][C:17]=2[NH2:30])[CH3:11])([C:4]([CH3:7])([CH3:6])[CH3:5])([CH3:3])[CH3:2].[Si:1]([O:8][C@@H:9]([CH2:22][CH2:23][C:24]1[CH:29]=[CH:28][CH:27]=[CH:26][CH:25]=1)[C@H:10]([N:12]1[CH:20]=[N:19][C:18]2[C:13]1=[N:14][CH:15]=[N:16][C:17]=2[O:35][CH3:34])[CH3:11])([C:4]([CH3:7])([CH3:6])[CH3:5])([CH3:3])[CH3:2], predict the reactants needed to synthesize it. The reactants are: [Si:1]([O:8][C@@H:9]([CH2:22][CH2:23][C:24]1[CH:29]=[CH:28][CH:27]=[CH:26][CH:25]=1)[C@H:10]([N:12]1[CH:20]=[N:19][C:18]2[C:13]1=[N:14][CH:15]=[N:16][C:17]=2Cl)[CH3:11])([C:4]([CH3:7])([CH3:6])[CH3:5])([CH3:3])[CH3:2].[NH3:30].ClCCl.[CH3:34][OH:35]. (3) Given the product [CH3:17][C:16]1[O:15][C:14]([C:18]2[CH:19]=[CH:20][CH:21]=[CH:22][CH:23]=2)=[N:13][C:12]=1[CH2:11][CH2:10][CH2:9][C:8]#[C:7][CH2:6][CH:5]([C:24]1[S:25][CH:26]=[CH:27][CH:28]=1)[C:4]([OH:29])=[O:3], predict the reactants needed to synthesize it. The reactants are: C([O:3][C:4](=[O:29])[CH:5]([C:24]1[S:25][CH:26]=[CH:27][CH:28]=1)[CH2:6][C:7]#[C:8][CH2:9][CH2:10][CH2:11][C:12]1[N:13]=[C:14]([C:18]2[CH:23]=[CH:22][CH:21]=[CH:20][CH:19]=2)[O:15][C:16]=1[CH3:17])C.O[Li].O. (4) The reactants are: [Cl-].[Al+3].[Cl-].[Cl-].[Cl:5][CH2:6][CH2:7][C:8](Cl)=[O:9].[NH:11]1[C:19]2[C:14](=[CH:15][CH:16]=[CH:17][CH:18]=2)[CH2:13][C:12]1=[O:20]. Given the product [Cl:5][CH2:6][CH2:7][C:8]([C:16]1[CH:15]=[C:14]2[C:19](=[CH:18][CH:17]=1)[NH:11][C:12](=[O:20])[CH2:13]2)=[O:9], predict the reactants needed to synthesize it. (5) Given the product [O:36]1[C:40]2[C:41]([CH:45]=[CH:6][CH2:5][C:2]([OH:4])=[O:3])=[CH:42][CH:43]=[CH:44][C:39]=2[CH2:38][CH2:37]1, predict the reactants needed to synthesize it. The reactants are: [Br-].[C:2]([CH2:5][CH2:6][P+](C1C=CC=CC=1)(C1C=CC=CC=1)C1C=CC=CC=1)([OH:4])=[O:3].C[Si]([N-][Si](C)(C)C)(C)C.[Na+].[O:36]1[C:40]2[C:41]([CH:45]=O)=[CH:42][CH:43]=[CH:44][C:39]=2[CH2:38][CH2:37]1. (6) Given the product [F:22][C:2]([F:1])([F:21])[O:3][C:4]1[CH:9]=[CH:8][C:7]([C:10]2[O:14][N:13]=[CH:12][C:11]=2[CH2:15][CH2:16][CH2:17][OH:18])=[CH:6][CH:5]=1, predict the reactants needed to synthesize it. The reactants are: [F:1][C:2]([F:22])([F:21])[O:3][C:4]1[CH:9]=[CH:8][C:7]([C:10]2[O:14][N:13]=[CH:12][C:11]=2[CH2:15][CH2:16][C:17](OC)=[O:18])=[CH:6][CH:5]=1.[H-].C([Al+]CC(C)C)C(C)C.Cl. (7) Given the product [Cl:1][C:2]1[C:7]([C:8]([NH:10][C:11]2[CH:16]=[CH:15][C:14]([Cl:30])=[CH:13][CH:12]=2)=[O:9])=[CH:6][CH:5]=[CH:4][N:3]=1, predict the reactants needed to synthesize it. The reactants are: [Cl:1][C:2]1[C:7]([C:8]([NH:10][C:11]2[CH:16]=[CH:15][C:14](OCC)=[CH:13][CH:12]=2)=[O:9])=[CH:6][CH:5]=[CH:4][N:3]=1.CCOC1C=CC(N)=CC=1.[Cl:30]C1C=CC(N)=CC=1.